From a dataset of Full USPTO retrosynthesis dataset with 1.9M reactions from patents (1976-2016). Predict the reactants needed to synthesize the given product. Given the product [CH:22]([C:3]1[C:4]2[C:5]([C:10]([O:12][CH3:13])=[O:11])=[CH:6][CH:7]=[CH:8][C:9]=2[NH:1][CH:2]=1)=[O:23], predict the reactants needed to synthesize it. The reactants are: [NH:1]1[C:9]2[CH:8]=[CH:7][CH:6]=[C:5]([C:10]([O:12][CH3:13])=[O:11])[C:4]=2[CH:3]=[CH:2]1.P(=O)(Cl)(Cl)Cl.CN([CH:22]=[O:23])C.